Task: Predict the reactants needed to synthesize the given product.. Dataset: Full USPTO retrosynthesis dataset with 1.9M reactions from patents (1976-2016) (1) Given the product [NH2:8][C:9]1[C:10]([F:35])=[CH:11][C:12]([F:34])=[C:13]([N:15]2[C:24]3[C:19](=[CH:20][CH:21]=[C:22]([C:25]4[C:26]([CH3:31])=[N:27][O:28][C:29]=4[CH3:30])[N:23]=3)[C:18](=[O:32])[CH:17]=[C:16]2[CH3:33])[CH:14]=1, predict the reactants needed to synthesize it. The reactants are: C(OC([NH:8][C:9]1[C:10]([F:35])=[CH:11][C:12]([F:34])=[C:13]([N:15]2[C:24]3[C:19](=[CH:20][CH:21]=[C:22]([C:25]4[C:26]([CH3:31])=[N:27][O:28][C:29]=4[CH3:30])[N:23]=3)[C:18](=[O:32])[CH:17]=[C:16]2[CH3:33])[CH:14]=1)=O)(C)(C)C.Cl.[OH-].[Na+].C(OCC)(=O)C. (2) Given the product [Br:8][C:9]1[CH:14]=[CH:13][N:12]=[C:11]2[NH:15][C:16]([CH2:18][C:19]([N:23]([CH3:24])[CH3:22])=[O:21])=[CH:17][C:10]=12, predict the reactants needed to synthesize it. The reactants are: FC(F)(F)C(O)=O.[Br:8][C:9]1[CH:14]=[CH:13][N:12]=[C:11]2[NH:15][C:16]([CH2:18][C:19]([OH:21])=O)=[CH:17][C:10]=12.[CH3:22][N:23](C(ON1N=NC2C=CC=CC1=2)=[N+](C)C)[CH3:24].[B-](F)(F)(F)F.C(N(CC)C(C)C)(C)C.CNC.